From a dataset of Reaction yield outcomes from USPTO patents with 853,638 reactions. Predict the reaction yield, written as a fraction of the theoretical maximum amount of product (1.0 means a 100% yield; for example, 0.34 means a 34% yield). (1) The reactants are [H-].[Al+3].[Li+].[H-].[H-].[H-].C(O)C.[Si:10]([O:17][C@@H:18]([CH3:51])[CH2:19][CH2:20][CH2:21][C:22](=[O:50])/[CH:23]=[CH:24]/[C@H:25]1[C@H:29]([O:30][CH:31]2[CH2:36][CH2:35][CH2:34][CH2:33][O:32]2)[CH2:28][C@@H:27]([Cl:37])[C@@H:26]1[CH2:38][CH2:39][CH2:40][C:41]1[S:45][C:44]([C:46]([O:48][CH3:49])=[O:47])=[CH:43][CH:42]=1)([C:13]([CH3:16])([CH3:15])[CH3:14])([CH3:12])[CH3:11]. The catalyst is C1COCC1. The product is [Si:10]([O:17][C@@H:18]([CH3:51])[CH2:19][CH2:20][CH2:21][C@H:22]([OH:50])/[CH:23]=[CH:24]/[C@H:25]1[C@H:29]([O:30][CH:31]2[CH2:36][CH2:35][CH2:34][CH2:33][O:32]2)[CH2:28][C@@H:27]([Cl:37])[C@@H:26]1[CH2:38][CH2:39][CH2:40][C:41]1[S:45][C:44]([C:46]([O:48][CH3:49])=[O:47])=[CH:43][CH:42]=1)([C:13]([CH3:16])([CH3:15])[CH3:14])([CH3:12])[CH3:11]. The yield is 0.750. (2) The reactants are [NH2:1][C:2]1[N:10]=[C:9]([CH2:11][O:12][CH3:13])[CH:8]=[CH:7][C:3]=1[C:4]([OH:6])=O.[F:14][C:15]1[CH:30]=[CH:29][C:18]([CH2:19][O:20][C:21]2[CH:28]=[CH:27][C:24]([CH2:25][NH2:26])=[CH:23][CH:22]=2)=[CH:17][CH:16]=1.F[P-](F)(F)(F)(F)F.N1(O[P+](N(C)C)(N(C)C)N(C)C)C2C=CC=CC=2N=N1.C(N(CC)CC)C. The catalyst is CN(C)C=O.O. The product is [NH2:1][C:2]1[N:10]=[C:9]([CH2:11][O:12][CH3:13])[CH:8]=[CH:7][C:3]=1[C:4]([NH:26][CH2:25][C:24]1[CH:27]=[CH:28][C:21]([O:20][CH2:19][C:18]2[CH:29]=[CH:30][C:15]([F:14])=[CH:16][CH:17]=2)=[CH:22][CH:23]=1)=[O:6]. The yield is 0.600. (3) The reactants are Br[C:2]1[S:6][C:5]([CH2:7][CH3:8])=[C:4]([C:9]([O:11][CH2:12][CH3:13])=[O:10])[CH:3]=1.C([Mg]Br)(C)C.O1CCCC1.[O:24]1[CH2:29][CH2:28][C:27](=O)[CH2:26][CH2:25]1.[Cl-].[NH4+].C([SiH](CC)CC)C. The catalyst is O1CCCC1.FC(F)(F)C(O)=O. The product is [CH2:7]([C:5]1[S:6][C:2]([CH:27]2[CH2:28][CH2:29][O:24][CH2:25][CH2:26]2)=[CH:3][C:4]=1[C:9]([O:11][CH2:12][CH3:13])=[O:10])[CH3:8]. The yield is 0.260. (4) The reactants are [Cl:1][C:2]1[N:7]=[CH:6][N+:5]([O-])=[C:4]2[CH2:9][CH2:10][C@@H:11]([CH3:12])[C:3]=12.[CH3:13][C:14]([O:16]C(C)=O)=[O:15]. No catalyst specified. The product is [C:14]([O:16][CH:9]1[C:4]2[N:5]=[CH:6][N:7]=[C:2]([Cl:1])[C:3]=2[C@H:11]([CH3:12])[CH2:10]1)(=[O:15])[CH3:13]. The yield is 0.444. (5) The reactants are [F:1][C:2]1[CH:3]=[C:4]([CH:7]=[CH:8][CH:9]=1)[CH:5]=O.Cl.[NH2:11][OH:12].[OH-].[Na+]. The catalyst is C(O)C.O. The product is [F:1][C:2]1[CH:3]=[C:4]([CH:7]=[CH:8][CH:9]=1)/[CH:5]=[N:11]\[OH:12]. The yield is 0.930. (6) The reactants are [CH3:1][C:2]([O:41][CH2:42][C@H:43]1[CH2:45][O:44]1)([CH3:40])[CH2:3][N:4]1[CH:8]=[CH:7][C:6]([NH:9][C:10]([CH:12]2[CH:16]([C:17]3[CH:22]=[CH:21][CH:20]=[C:19]([Cl:23])[C:18]=3[F:24])[C:15]([C:27]3[CH:32]=[CH:31][C:30]([Cl:33])=[CH:29][C:28]=3[F:34])([C:25]#[N:26])[CH:14]([CH2:35][C:36]([CH3:39])([CH3:38])[CH3:37])[NH:13]2)=[O:11])=[N:5]1.C(O)(C)C.[OH-].[NH4+:51]. The catalyst is C(Cl)Cl. The product is [NH2:51][CH2:45][C@@H:43]([OH:44])[CH2:42][O:41][C:2]([CH3:1])([CH3:40])[CH2:3][N:4]1[CH:8]=[CH:7][C:6]([NH:9][C:10]([CH:12]2[CH:16]([C:17]3[CH:22]=[CH:21][CH:20]=[C:19]([Cl:23])[C:18]=3[F:24])[C:15]([C:27]3[CH:32]=[CH:31][C:30]([Cl:33])=[CH:29][C:28]=3[F:34])([C:25]#[N:26])[CH:14]([CH2:35][C:36]([CH3:38])([CH3:39])[CH3:37])[NH:13]2)=[O:11])=[N:5]1. The yield is 0.260. (7) The reactants are [N+:1]([C:4]1[CH:5]=[C:6]([CH:14]=[CH:15][CH:16]=1)[O:7][CH2:8][C:9](OCC)=[O:10])([O-:3])=[O:2].Cl.CN.[CH:20]([N:23](C(C)C)CC)(C)C. The catalyst is CO.O. The product is [CH3:20][NH:23][C:9](=[O:10])[CH2:8][O:7][C:6]1[CH:14]=[CH:15][CH:16]=[C:4]([N+:1]([O-:3])=[O:2])[CH:5]=1. The yield is 0.950.